Dataset: Serine/threonine kinase 33 screen with 319,792 compounds. Task: Binary Classification. Given a drug SMILES string, predict its activity (active/inactive) in a high-throughput screening assay against a specified biological target. (1) The compound is S(=O)(=O)(N1C(Cc2c(C1)cccc2)C(=O)Nc1cc(OC)ccc1)CC. The result is 0 (inactive). (2) The drug is S(=O)(=O)(N(c1c(OC)cccc1)CC(=O)N\N=C\c1c(cccc1)C(O)=O)c1ccc(OC)cc1. The result is 0 (inactive).